This data is from Reaction yield outcomes from USPTO patents with 853,638 reactions. The task is: Predict the reaction yield, written as a fraction of the theoretical maximum amount of product (1.0 means a 100% yield; for example, 0.34 means a 34% yield). (1) The catalyst is C1COCC1.CCOC(C)=O.O. The product is [C:1]([O:5][C:6]([N:8]([C:16]1[CH:17]=[N:18][CH:19]=[CH:20][C:21]=1[N:22]1[CH2:27][C@H:26]([CH3:28])[C@@H:25]([OH:29])[C@H:24]([NH:37][C:38]([O:40][C:41]([CH3:42])([CH3:44])[CH3:43])=[O:39])[CH2:23]1)[C:9](=[O:15])[O:10][C:11]([CH3:14])([CH3:13])[CH3:12])=[O:7])([CH3:2])([CH3:3])[CH3:4]. The yield is 0.870. The reactants are [C:1]([O:5][C:6]([N:8]([C:16]1[CH:17]=[N:18][CH:19]=[CH:20][C:21]=1[N:22]1[CH2:27][C@H:26]([CH3:28])[C@@H:25]([O:29][Si](C(C)(C)C)(C)C)[C@H:24]([NH:37][C:38]([O:40][C:41]([CH3:44])([CH3:43])[CH3:42])=[O:39])[CH2:23]1)[C:9](=[O:15])[O:10][C:11]([CH3:14])([CH3:13])[CH3:12])=[O:7])([CH3:4])([CH3:3])[CH3:2].CCCC[N+](CCCC)(CCCC)CCCC.[F-]. (2) The reactants are [OH:1][C:2]1[C:7]([C:8]([OH:10])=O)=[CH:6][N:5]=[C:4]([N:11]2[CH:15]=[CH:14][CH:13]=[N:12]2)[N:3]=1.CCN(CC)CC.CN(C(ON1N=NC2C=CC=NC1=2)=[N+](C)C)C.F[P-](F)(F)(F)(F)F.Cl.[NH2:48][C@H:49]([CH:62]1[CH2:67][CH2:66][CH2:65][CH2:64][CH2:63]1)[C:50]1[CH:55]=[CH:54][C:53]([P:56]([CH3:61])(=[O:60])[O:57][CH2:58][CH3:59])=[CH:52][CH:51]=1. The catalyst is CN(C=O)C. The product is [CH:62]1([C@@H:49]([NH:48][C:8]([C:7]2[C:2]([OH:1])=[N:3][C:4]([N:11]3[CH:15]=[CH:14][CH:13]=[N:12]3)=[N:5][CH:6]=2)=[O:10])[C:50]2[CH:51]=[CH:52][C:53]([P:56]([CH3:61])(=[O:60])[O:57][CH2:58][CH3:59])=[CH:54][CH:55]=2)[CH2:63][CH2:64][CH2:65][CH2:66][CH2:67]1. The yield is 0.490. (3) The reactants are S(=O)(=O)(O)O.[CH2:6]([C:8]1[CH:9]=[C:10]([CH:12]=[CH:13][CH:14]=1)N)[CH3:7].N([O-])=O.[Na+].[BrH:19]. The catalyst is [Cu]Br. The product is [Br:19][C:10]1[CH:12]=[CH:13][CH:14]=[C:8]([CH2:6][CH3:7])[CH:9]=1. The yield is 0.400. (4) The reactants are [CH3:1][O:2][C:3]1[CH:4]=[C:5]2[C:9](=[CH:10][CH:11]=1)[NH:8][C:7](=[O:12])[C:6]2=[CH:13][C:14]1[CH:22]=[C:21]2[C:17]([C:18](/[CH:23]=[CH:24]/[C:25]3[CH:26]=[N:27][C:28]([N:31]4[CH2:36][CH2:35][N:34]([CH3:37])[CH2:33][CH2:32]4)=[CH:29][CH:30]=3)=[N:19][NH:20]2)=[CH:16][CH:15]=1.[CH3:38]CN(CC)CC.CCOCC.C(Cl)Cl. The catalyst is C(Cl)(Cl)Cl.CO. The product is [CH3:1][O:2][C:3]1[CH:4]=[C:5]2[C:9](=[CH:10][CH:11]=1)[NH:8][C:7](=[O:12])[C@:6]12[CH2:38][C@@H:13]1[C:14]1[CH:22]=[C:21]2[C:17]([C:18](/[CH:23]=[CH:24]/[C:25]3[CH:26]=[N:27][C:28]([N:31]4[CH2:36][CH2:35][N:34]([CH3:37])[CH2:33][CH2:32]4)=[CH:29][CH:30]=3)=[N:19][NH:20]2)=[CH:16][CH:15]=1. The yield is 0.0400. (5) The reactants are [F:1][C:2]1[CH:9]=[CH:8][C:5]([CH2:6][NH2:7])=[CH:4][CH:3]=1.[Cl:10][C:11]1[CH:16]=[CH:15][C:14]([C:17]2[N:22]=[C:21]3[C:23](=[O:27])[O:24][C:25](=[O:26])[C:20]3=[N:19][C:18]=2[C:28]2[CH:33]=[CH:32][C:31]([Cl:34])=[CH:30][CH:29]=2)=[CH:13][CH:12]=1. The catalyst is C(#N)C. The product is [Cl:10][C:11]1[CH:12]=[CH:13][C:14]([C:17]2[N:22]=[C:21]([C:23]([NH:7][CH2:6][C:5]3[CH:8]=[CH:9][C:2]([F:1])=[CH:3][CH:4]=3)=[O:27])[C:20]([C:25]([OH:26])=[O:24])=[N:19][C:18]=2[C:28]2[CH:33]=[CH:32][C:31]([Cl:34])=[CH:30][CH:29]=2)=[CH:15][CH:16]=1. The yield is 0.960. (6) The reactants are Cl[C:2]1[CH:7]=[CH:6][CH:5]=[C:4]([Cl:8])[N:3]=1.[C:9]1([OH:15])[CH:14]=[CH:13][CH:12]=[CH:11][CH:10]=1. No catalyst specified. The product is [Cl:8][C:4]1[CH:5]=[CH:6][CH:7]=[C:2]([O:15][C:9]2[CH:14]=[CH:13][CH:12]=[CH:11][CH:10]=2)[N:3]=1. The yield is 0.840. (7) The reactants are [Cl:1][C:2]1[CH:3]=[C:4]([N:12]([C@H:15]2[CH2:20][CH2:19][C@H:18]([N:21]([CH3:23])[CH3:22])[CH2:17][CH2:16]2)[CH2:13][CH3:14])[C:5]([CH3:11])=[C:6]([CH:10]=1)[C:7](O)=[O:8].CN(C(ON1N=NC2C=CC=CC1=2)=[N+](C)C)C.[B-](F)(F)(F)F.CCN(C(C)C)C(C)C.[CH3:55][O:56][C:57]1[C:61]([CH2:62][NH2:63])=[C:60]([N:64]2[CH2:68][CH2:67][CH2:66][CH2:65]2)[N:59]([CH3:69])[N:58]=1. The catalyst is C(Cl)Cl.C(=O)(O)[O-].[Na+].CN(C=O)C. The product is [Cl:1][C:2]1[CH:3]=[C:4]([N:12]([C@H:15]2[CH2:20][CH2:19][C@H:18]([N:21]([CH3:22])[CH3:23])[CH2:17][CH2:16]2)[CH2:13][CH3:14])[C:5]([CH3:11])=[C:6]([CH:10]=1)[C:7]([NH:63][CH2:62][C:61]1[C:57]([O:56][CH3:55])=[N:58][N:59]([CH3:69])[C:60]=1[N:64]1[CH2:65][CH2:66][CH2:67][CH2:68]1)=[O:8]. The yield is 0.140.